This data is from Full USPTO retrosynthesis dataset with 1.9M reactions from patents (1976-2016). The task is: Predict the reactants needed to synthesize the given product. Given the product [N:10]1([C:2]2[CH:9]=[CH:8][CH:7]=[CH:6][C:3]=2[C:4]#[N:5])[CH2:14][CH2:13][CH2:12][CH2:11]1, predict the reactants needed to synthesize it. The reactants are: F[C:2]1[CH:9]=[CH:8][CH:7]=[CH:6][C:3]=1[C:4]#[N:5].[NH:10]1[CH2:14][CH2:13][CH2:12][CH2:11]1.